Dataset: Reaction yield outcomes from USPTO patents with 853,638 reactions. Task: Predict the reaction yield, written as a fraction of the theoretical maximum amount of product (1.0 means a 100% yield; for example, 0.34 means a 34% yield). (1) The reactants are [CH:1]1N=C[N:3]([C:6]([N:8]2C=N[CH:10]=[CH:9]2)=[O:7])[CH:2]=1.[C:13]([C:17]1[CH:18]=[CH:19][C:20]([C:24]2[CH:28]=[C:27]([CH3:29])[NH:26][C:25]=2[CH3:30])=C(C=1)N)([CH3:16])([CH3:15])[CH3:14].[CH3:31][NH:32][C:33]([C:35]1[CH:40]=[C:39]([O:41][C:42]2[CH:48]=CC(N)=[CH:44][CH:43]=2)[CH:38]=[CH:37][N:36]=1)=[O:34]. The catalyst is C(Cl)Cl.CCOC(C)=O. The product is [C:13]([C:17]1[CH:18]=[CH:19][C:20]([C:24]2[CH:28]=[C:27]([CH3:29])[NH:26][C:25]=2[CH3:30])=[C:9]([NH:8][C:6]([NH:3][C:2]2[CH:1]=[CH:48][C:42]([O:41][C:39]3[CH:38]=[CH:37][N:36]=[C:35]([C:33](=[O:34])[NH:32][CH3:31])[CH:40]=3)=[CH:43][CH:44]=2)=[O:7])[CH:10]=1)([CH3:14])([CH3:15])[CH3:16]. The yield is 0.240. (2) The reactants are [CH2:1]([O:8][C:9]1[CH:17]=[C:16]([O:18][CH2:19][C:20]2[CH:25]=[CH:24][CH:23]=[CH:22][CH:21]=2)[C:15]([C:26]([CH3:28])=[CH2:27])=[CH:14][C:10]=1[C:11](O)=[O:12])[C:2]1[CH:7]=[CH:6][CH:5]=[CH:4][CH:3]=1.Cl.C(N=C=N)C.ON1C2C=CC=CC=2N=N1.Cl.Cl.[CH2:47]1[C:55]2[C:50](=[CH:51][C:52]([C:56]3([OH:63])[CH2:61][CH2:60][N:59]([CH3:62])[CH2:58][CH2:57]3)=[CH:53][CH:54]=2)[CH2:49][NH:48]1.C(N(CC)CC)C. The catalyst is CN(C=O)C. The product is [CH2:1]([O:8][C:9]1[CH:17]=[C:16]([O:18][CH2:19][C:20]2[CH:21]=[CH:22][CH:23]=[CH:24][CH:25]=2)[C:15]([C:26]([CH3:28])=[CH2:27])=[CH:14][C:10]=1[C:11]([N:48]1[CH2:49][C:50]2[C:55](=[CH:54][CH:53]=[C:52]([C:56]3([OH:63])[CH2:61][CH2:60][N:59]([CH3:62])[CH2:58][CH2:57]3)[CH:51]=2)[CH2:47]1)=[O:12])[C:2]1[CH:3]=[CH:4][CH:5]=[CH:6][CH:7]=1. The yield is 0.690. (3) The yield is 0.990. The product is [CH2:12]([O:11][C:10]1[C:5]([OH:4])=[C:6]([C:15](=[O:25])[CH2:16][C:17]([N:19]2[CH2:20][CH2:21][O:22][CH2:23][CH2:24]2)=[O:18])[CH:7]=[CH:8][CH:9]=1)[CH:13]=[CH2:14]. The catalyst is [I-].C([N+](CCCC)(CCCC)CCCC)CCC.C(Cl)Cl.[Ti](Cl)(Cl)(Cl)Cl. The reactants are C([O:4][C:5]1[C:10]([O:11][CH2:12][CH:13]=[CH2:14])=[CH:9][CH:8]=[CH:7][C:6]=1[C:15](=[O:25])[CH2:16][C:17]([N:19]1[CH2:24][CH2:23][O:22][CH2:21][CH2:20]1)=[O:18])C=C.[Cl-].[NH4+].